From a dataset of Reaction yield outcomes from USPTO patents with 853,638 reactions. Predict the reaction yield, written as a fraction of the theoretical maximum amount of product (1.0 means a 100% yield; for example, 0.34 means a 34% yield). (1) The reactants are [CH3:1][NH:2][C:3]1[CH:4]=[N:5][C:6]([N:16]2[CH2:21][CH2:20][N:19]([S:22]([CH3:25])(=[O:24])=[O:23])[CH2:18][CH2:17]2)=[CH:7][C:8]=1[C:9]1[CH:14]=[CH:13][CH:12]=[CH:11][C:10]=1[CH3:15].[F:26][C:27]([F:42])([F:41])[C:28]1[CH:29]=[C:30]([CH:34]=[C:35]([C:37]([F:40])([F:39])[F:38])[CH:36]=1)[C:31](Cl)=[O:32]. The product is [CH3:25][S:22]([N:19]1[CH2:18][CH2:17][N:16]([C:6]2[N:5]=[CH:4][C:3]([N:2]([CH3:1])[C:31](=[O:32])[C:30]3[CH:29]=[C:28]([C:27]([F:42])([F:41])[F:26])[CH:36]=[C:35]([C:37]([F:40])([F:39])[F:38])[CH:34]=3)=[C:8]([C:9]3[CH:14]=[CH:13][CH:12]=[CH:11][C:10]=3[CH3:15])[CH:7]=2)[CH2:21][CH2:20]1)(=[O:24])=[O:23]. The catalyst is C(Cl)Cl. The yield is 0.800. (2) The reactants are [Si]([O:8][CH2:9][C@@H:10]([O:21][Si:22]([C:25]([CH3:28])([CH3:27])[CH3:26])([CH3:24])[CH3:23])[C@@H:11]([NH:14][S@](C(C)(C)C)=O)[CH:12]=[CH2:13])(C(C)(C)C)(C)C.CCO.Cl.[CH3:33][C:34]([O:37][C:38](O[C:38]([O:37][C:34]([CH3:36])([CH3:35])[CH3:33])=[O:39])=[O:39])([CH3:36])[CH3:35]. The catalyst is C(Cl)Cl. The product is [Si:22]([O:21][C@@H:10]([C@@H:11]([NH:14][C:38](=[O:39])[O:37][C:34]([CH3:36])([CH3:35])[CH3:33])[CH:12]=[CH2:13])[CH2:9][OH:8])([C:25]([CH3:26])([CH3:27])[CH3:28])([CH3:23])[CH3:24]. The yield is 0.950.